This data is from Forward reaction prediction with 1.9M reactions from USPTO patents (1976-2016). The task is: Predict the product of the given reaction. (1) Given the reactants [CH3:1][C@@H:2]1[CH2:7][CH2:6][C@H:5]([O:8][C:9]2[C:18]([C:19]([F:22])([F:21])[F:20])=[C:17]3[C:12]([CH:13]=[CH:14][C:15]([CH2:23]OS(C)(=O)=O)=[CH:16]3)=[CH:11][CH:10]=2)[CH2:4][CH2:3]1.CN(C)C=O.Cl.C(=O)([O-])[O-].[Cs+].[Cs+].O1CCCC1.[OH-].[Li+].O.C[O:50][C:51]([CH:53]1[CH2:60][CH:59]2[NH:61][CH:55]([CH2:56][CH2:57][CH2:58]2)[CH2:54]1)=[O:52], predict the reaction product. The product is: [CH3:1][C@@H:2]1[CH2:3][CH2:4][C@H:5]([O:8][C:9]2[C:18]([C:19]([F:20])([F:21])[F:22])=[C:17]3[C:12]([CH:13]=[CH:14][C:15]([CH2:23][N:61]4[CH:59]5[CH2:58][CH2:57][CH2:56][CH:55]4[CH2:54][CH:53]([C:51]([OH:50])=[O:52])[CH2:60]5)=[CH:16]3)=[CH:11][CH:10]=2)[CH2:6][CH2:7]1. (2) Given the reactants [B:10]1([B:10]2[O:14][C:13]([CH3:16])([CH3:15])[C:12]([CH3:18])([CH3:17])[O:11]2)[O:14][C:13]([CH3:16])([CH3:15])[C:12]([CH3:18])([CH3:17])[O:11]1.C([O-])(=O)C.[K+].Br[C:25]1[CH:26]=[C:27]2[C:31](=[CH:32][CH:33]=1)[N:30]([C:34]1[N:39]=[CH:38][CH:37]=[CH:36][N:35]=1)[CH:29]=[CH:28]2.C(Cl)Cl, predict the reaction product. The product is: [N:35]1[CH:36]=[CH:37][CH:38]=[N:39][C:34]=1[N:30]1[C:31]2[C:27](=[CH:26][C:25]([B:10]3[O:11][C:12]([CH3:17])([CH3:18])[C:13]([CH3:15])([CH3:16])[O:14]3)=[CH:33][CH:32]=2)[CH:28]=[CH:29]1. (3) Given the reactants Br[C:2]1[CH:3]=[C:4]([S:8]([CH2:11][CH2:12][CH2:13][CH2:14][OH:15])(=[O:10])=[O:9])[CH:5]=[CH:6][CH:7]=1.[F:16][C:17]1[CH:22]=[CH:21][C:20]([OH:23])=[CH:19][C:18]=1[C:24]1[C:33]2[C:28](=[C:29]([C:34]([F:37])([F:36])[F:35])[CH:30]=[CH:31][CH:32]=2)[N:27]=[CH:26][N:25]=1, predict the reaction product. The product is: [F:16][C:17]1[CH:22]=[CH:21][C:20]([O:23][C:2]2[CH:3]=[C:4]([S:8]([CH2:11][CH2:12][CH2:13][CH2:14][OH:15])(=[O:10])=[O:9])[CH:5]=[CH:6][CH:7]=2)=[CH:19][C:18]=1[C:24]1[C:33]2[C:28](=[C:29]([C:34]([F:36])([F:35])[F:37])[CH:30]=[CH:31][CH:32]=2)[N:27]=[CH:26][N:25]=1. (4) Given the reactants [Si:1]([O:8][CH:9]1[CH2:14][CH:13]([CH3:15])[CH2:12][C:11]([C:16]2[CH:21]=[CH:20][N:19]=[CH:18][C:17]=2[NH2:22])=[CH:10]1)([C:4]([CH3:7])([CH3:6])[CH3:5])([CH3:3])[CH3:2], predict the reaction product. The product is: [Si:1]([O:8][CH:9]1[CH2:14][CH:13]([CH3:15])[CH2:12][CH:11]([C:16]2[CH:21]=[CH:20][N:19]=[CH:18][C:17]=2[NH2:22])[CH2:10]1)([C:4]([CH3:7])([CH3:5])[CH3:6])([CH3:3])[CH3:2]. (5) Given the reactants [CH3:1][S:2]([C:5]1[CH:6]=[CH:7][C:8]2[C:9]3[N:30]=[CH:29][C:28]([C:31]4[N:35]([CH3:36])[N:34]=[N:33][C:32]=4[CH2:37]O)=[CH:27][C:10]=3[N:11]([C@@H:14]([CH:21]3[CH2:26][CH2:25][O:24][CH2:23][CH2:22]3)[C:15]3[CH:20]=[CH:19][CH:18]=[CH:17][CH:16]=3)[C:12]=2[CH:13]=1)(=[O:4])=[O:3].CCN(S(F)(F)[F:45])CC.C([O-])(O)=O.[Na+], predict the reaction product. The product is: [F:45][CH2:37][C:32]1[N:33]=[N:34][N:35]([CH3:36])[C:31]=1[C:28]1[CH:29]=[N:30][C:9]2[C:8]3[CH:7]=[CH:6][C:5]([S:2]([CH3:1])(=[O:4])=[O:3])=[CH:13][C:12]=3[N:11]([C@@H:14]([CH:21]3[CH2:26][CH2:25][O:24][CH2:23][CH2:22]3)[C:15]3[CH:20]=[CH:19][CH:18]=[CH:17][CH:16]=3)[C:10]=2[CH:27]=1. (6) The product is: [C:1]([O:5][C:6]([N:8]1[CH2:24][C@@H:23]([CH3:25])[N:11]2[C:12]3[CH:13]=[C:14]([C:19]([F:20])([F:21])[F:22])[C:15]([Br:26])=[CH:16][C:17]=3[CH2:18][C@@H:10]2[CH2:9]1)=[O:7])([CH3:4])([CH3:2])[CH3:3]. Given the reactants [C:1]([O:5][C:6]([N:8]1[CH2:24][CH:23]([CH3:25])[N:11]2[C:12]3[CH:13]=[C:14]([C:19]([F:22])([F:21])[F:20])[CH:15]=[CH:16][C:17]=3[CH2:18][CH:10]2[CH2:9]1)=[O:7])([CH3:4])([CH3:3])[CH3:2].[Br:26]N1C(=O)CCC1=O, predict the reaction product.